From a dataset of Peptide-MHC class I binding affinity with 185,985 pairs from IEDB/IMGT. Regression. Given a peptide amino acid sequence and an MHC pseudo amino acid sequence, predict their binding affinity value. This is MHC class I binding data. (1) The peptide sequence is LKGMSYAMCL. The MHC is HLA-B08:01 with pseudo-sequence HLA-B08:01. The binding affinity (normalized) is 0.438. (2) The peptide sequence is YVPTEFWGF. The MHC is HLA-A02:06 with pseudo-sequence HLA-A02:06. The binding affinity (normalized) is 0.507. (3) The peptide sequence is PLHIVCSKT. The MHC is HLA-A02:02 with pseudo-sequence HLA-A02:02. The binding affinity (normalized) is 0.362. (4) The peptide sequence is NSSKVSQNY. The MHC is HLA-A03:01 with pseudo-sequence HLA-A03:01. The binding affinity (normalized) is 0. (5) The peptide sequence is IMDASSFTL. The MHC is HLA-B15:01 with pseudo-sequence HLA-B15:01. The binding affinity (normalized) is 0.544. (6) The binding affinity (normalized) is 0.726. The MHC is Mamu-A02 with pseudo-sequence Mamu-A02. The peptide sequence is KSLYNTVCVIW. (7) The peptide sequence is SIRRNLALK. The MHC is HLA-A30:01 with pseudo-sequence HLA-A30:01. The binding affinity (normalized) is 0.767. (8) The peptide sequence is MFTTNIWMKF. The MHC is HLA-A32:01 with pseudo-sequence HLA-A32:01. The binding affinity (normalized) is 0.271.